This data is from Full USPTO retrosynthesis dataset with 1.9M reactions from patents (1976-2016). The task is: Predict the reactants needed to synthesize the given product. (1) Given the product [Br:13][C:10]1[C:2]([Cl:1])=[C:3]2[C:7](=[CH:8][CH:9]=1)[N:6]([CH3:11])[C:5](=[O:12])[CH2:4]2, predict the reactants needed to synthesize it. The reactants are: [Cl:1][C:2]1[CH:10]=[CH:9][CH:8]=[C:7]2[C:3]=1[CH2:4][C:5](=[O:12])[N:6]2[CH3:11].[Br-:13].[K+].BrBr. (2) Given the product [C:1]([O:5][C:6]([N:8]1[CH2:12][C@@H:11]([N:13]([CH2:29][C:28]2[CH:31]=[C:32]([C:34]([F:36])([F:37])[F:35])[CH:33]=[C:26]([C:25]([F:24])([F:38])[F:39])[CH:27]=2)[C:14]2[N:19]=[CH:18][C:17]([Br:20])=[CH:16][N:15]=2)[CH2:10][C@H:9]1[CH2:21][O:22][CH3:23])=[O:7])([CH3:4])([CH3:3])[CH3:2], predict the reactants needed to synthesize it. The reactants are: [C:1]([O:5][C:6]([N:8]1[CH2:12][C@@H:11]([NH:13][C:14]2[N:19]=[CH:18][C:17]([Br:20])=[CH:16][N:15]=2)[CH2:10][C@H:9]1[CH2:21][O:22][CH3:23])=[O:7])([CH3:4])([CH3:3])[CH3:2].[F:24][C:25]([F:39])([F:38])[C:26]1[CH:27]=[C:28]([CH:31]=[C:32]([C:34]([F:37])([F:36])[F:35])[CH:33]=1)[CH2:29]Br.[H-].[Na+]. (3) Given the product [O:1]1[CH:5]=[CH:4][CH:3]=[C:2]1[C:6]1[CH:7]=[CH:8][C:9]([C:10]([N:12]([CH2:16][C:17]2[CH:33]=[CH:32][CH:31]=[CH:30][C:18]=2[O:19][CH2:20][CH2:21][CH2:22][CH2:23][CH2:24][CH2:25][C:26]([OH:28])=[O:27])[CH:13]([CH3:15])[CH3:14])=[O:11])=[CH:34][CH:35]=1, predict the reactants needed to synthesize it. The reactants are: [O:1]1[CH:5]=[CH:4][CH:3]=[C:2]1[C:6]1[CH:35]=[CH:34][C:9]([C:10]([N:12]([CH2:16][C:17]2[CH:33]=[CH:32][CH:31]=[CH:30][C:18]=2[O:19][CH2:20][CH2:21][CH2:22][CH2:23][CH2:24][CH2:25][C:26]([O:28]C)=[O:27])[CH:13]([CH3:15])[CH3:14])=[O:11])=[CH:8][CH:7]=1.O.[OH-].[Li+]. (4) The reactants are: [OH:1][CH2:2][CH:3]1[CH2:8][CH2:7][N:6]([C:9]([O:11][C:12]([CH3:15])([CH3:14])[CH3:13])=[O:10])[CH2:5][CH2:4]1.CC(C)([O-])C.[Na+].[Br:22][C:23]1[CH:24]=[N:25][C:26](Cl)=[N:27][CH:28]=1. Given the product [Br:22][C:23]1[CH:24]=[N:25][C:26]([O:1][CH2:2][CH:3]2[CH2:8][CH2:7][N:6]([C:9]([O:11][C:12]([CH3:15])([CH3:14])[CH3:13])=[O:10])[CH2:5][CH2:4]2)=[N:27][CH:28]=1, predict the reactants needed to synthesize it. (5) Given the product [NH2:7][C:8]1[N:12]([CH:13]2[CH2:18][CH2:17][CH2:16][N:15]([C:37]#[N:36])[CH2:14]2)[N:11]=[C:10]([C:19]2[CH:20]=[CH:21][C:22]([O:25][C:26]3[CH:31]=[CH:30][C:29]([Cl:32])=[CH:28][CH:27]=3)=[CH:23][CH:24]=2)[C:9]=1[C:33]([NH2:35])=[O:34], predict the reactants needed to synthesize it. The reactants are: C(=O)([O-])[O-].[K+].[K+].[NH2:7][C:8]1[N:12]([CH:13]2[CH2:18][CH2:17][CH2:16][NH:15][CH2:14]2)[N:11]=[C:10]([C:19]2[CH:24]=[CH:23][C:22]([O:25][C:26]3[CH:31]=[CH:30][C:29]([Cl:32])=[CH:28][CH:27]=3)=[CH:21][CH:20]=2)[C:9]=1[C:33]([NH2:35])=[O:34].[N:36]#[C:37]Br.O.